From a dataset of Forward reaction prediction with 1.9M reactions from USPTO patents (1976-2016). Predict the product of the given reaction. The product is: [Cl:1][C:2]1[CH:3]=[C:4]([NH:8][C:9]2[N:14]=[N:13][C:12]([C:15]3[CH:16]=[CH:17][C:18]([C:19]([NH:61][CH:60]([CH:62]([CH3:64])[CH3:63])[C:59]([OH:65])=[O:58])=[O:21])=[CH:22][CH:23]=3)=[CH:11][CH:10]=2)[CH:5]=[CH:6][CH:7]=1. Given the reactants [Cl:1][C:2]1[CH:3]=[C:4]([NH:8][C:9]2[N:14]=[N:13][C:12]([C:15]3[CH:23]=[CH:22][C:18]([C:19]([OH:21])=O)=[CH:17][CH:16]=3)=[CH:11][CH:10]=2)[CH:5]=[CH:6][CH:7]=1.CN(C(ON1N=NC2C=CC=NC1=2)=[N+](C)C)C.F[P-](F)(F)(F)(F)F.C(N(CC)C(C)C)(C)C.C[O:58][C:59](=[O:65])[C@H:60]([CH:62]([CH3:64])[CH3:63])[NH2:61].[Li+].[OH-], predict the reaction product.